Dataset: Retrosynthesis with 50K atom-mapped reactions and 10 reaction types from USPTO. Task: Predict the reactants needed to synthesize the given product. Given the product CC(C)(C)OC(=O)/C=C/C(=O)O, predict the reactants needed to synthesize it. The reactants are: CCOC(=O)/C=C/C(=O)OC(C)(C)C.